This data is from Drug-target binding data from BindingDB using IC50 measurements. The task is: Regression. Given a target protein amino acid sequence and a drug SMILES string, predict the binding affinity score between them. We predict pIC50 (pIC50 = -log10(IC50 in M); higher means more potent). Dataset: bindingdb_ic50. (1) The compound is CC[C@@H](C)[C@H](NC(=O)OC(C)(C)C)C(=O)N[C@H](C(=O)N[C@@H](Cc1cccc2ccccc12)[C@@H](O)[C@@H](O)CC(C)C)[C@H](C)CC. The target protein (P42893) has sequence MGSLRPPQGLGLQWSSFFLGKKGPGLTVSLPLLASSLQVNFRSPRSGQRCWAARTSVEKRLVVLVTLLAAGLVACLAALGIQYRTRTPPVCLTEACVSVTSSILNSMDPTVDPCQDFFSYACGGWIKANPVPDGHSRWGTFSNLWEHNQAIIKHLLENSTASASEAEKKAQVYYRACMNETRIEELRAKPLMELIEKLGGWNITGPWAKDNFQDTLQVVTAHYRTSPFFSVYVSADSKNSNSNVIQVDQSGLGLPSRDYYLNKTENEKVLTGYLNYMVQLGKLLGGGDEDSIRPQMQQILDFETALANITIPQEKRRDEELIYHKVTAAELQTLAPAINWLPFLNAIFYPVEINESEPIVVYDKEYLRQVSTLINSTDKCLLNNYMMWNLVRKTSSFLDQRFQDADEKFMEVMYGTKKTCLPRWKFCVSDTENNLGFALGPMFVKATFAEDSKNIASEIILEIKKAFEESLSTLKWMDEDTRRSAKEKADAIYNMIGYPN.... The pIC50 is 6.2. (2) The small molecule is COc1cc2[nH]c(=O)c(=O)[nH]c2c(OC(C)=O)c1OC. The target protein (P35439) has sequence MSTMHLLTFALLFSCSFARAACDPKIVNIGAVLSTRKHEQMFREAVNQANKRHGSWKIQLNATSVTHKPNAIQMALSVCEDLISSQVYAILVSHPPTPNDHFTPTPVSYTAGFYRIPVLGLTTRMSIYSDKSIHLSFLRTVPPYSHQSSVWFEMMRVYNWNHIILLVSDDHEGRAAQKRLETLLEERESKAEKVLQFDPGTKNVTALLMEARELEARVIILSASEDDAATVYRAAAMLNMTGSGYVWLVGEREISGNALRYAPDGIIGLQLINGKNESAHISDAVGVVAQAVHELLEKENITDPPRGCVGNTNIWKTGPLFKRVLMSSKYADGVTGRVEFNEDGDRKFANYSIMNLQNRKLVQVGIYNGTHVIPNDRKIIWPGGETEKPRGYQMSTRLKIVTIHQEPFVYVKPTMSDGTCKEEFTVNGDPVKKVICTGPNDTSPGSPRHTVPQCCYGFCIDLLIKLARTMNFTYEVHLVADGKFGTQERVNNSNKKEWNG.... The pIC50 is 4.3. (3) The small molecule is CN(C)CCOc1ccc(-c2cccc(N)n2)c2c1C1CCC2C1. The target protein sequence is MGNLKSVAQEPGPPCGLGLGLGLGLCGKQGPATPAPEPSRAPASLLPPAPEHSPPSSPLTQPPEGPKFPRVKNWEVGSITYDTLSAQAQQDGPCTPRRCLGSLVFPRKLQGRPSPGPPAPEQLLSQARDFINQYYSSIKRSGSQAHEQRLQEVEAEVAATGTYQLRESELVFGAKQAWRNAPRCVGRIQWGKLQVFDARDCRSAQEMFTYICNHIKYATNRGNLRSAITVFPQRCPGRGDFRIWNSQLVRYAGYRQQDGSVRGDPANVEITELCIQHGWTPGNGRFDVLPLLLQAPDEPPELFLLPPELVLEVPLEHPTLEWFAALGLRWYALPAVSNMLLEIGGLEFPAAPFSGWYMSTEIGTRNLCDPHRYNILEDVAVCMDLDTRTTSSLWKDKAAVEINVAVLHSYQLAKVTIVDHHAATASFMKHLENEQKARGGCPADWAWIVPPISGSLTPVFHQEMVNYFLSPAFRYQPDPWKGSAAKGTGITRKKTFKEVA.... The pIC50 is 4.7. (4) The drug is CCCC(=O)c1c(C(=O)OCC)[nH]c2cc(Cl)ccc12. The target protein (P16050) has sequence MGLYRIRVSTGASLYAGSNNQVQLWLVGQHGEAALGKRLWPARGKETELKVEVPEYLGPLLFVKLRKRHLLKDDAWFCNWISVQGPGAGDEVRFPCYRWVEGNGVLSLPEGTGRTVGEDPQGLFQKHREEELEERRKLYRWGNWKDGLILNMAGAKLYDLPVDERFLEDKRVDFEVSLAKGLADLAIKDSLNVLTCWKDLDDFNRIFWCGQSKLAERVRDSWKEDALFGYQFLNGANPVVLRRSAHLPARLVFPPGMEELQAQLEKELEGGTLFEADFSLLDGIKANVILCSQQHLAAPLVMLKLQPDGKLLPMVIQLQLPRTGSPPPPLFLPTDPPMAWLLAKCWVRSSDFQLHELQSHLLRGHLMAEVIVVATMRCLPSIHPIFKLIIPHLRYTLEINVRARTGLVSDMGIFDQIMSTGGGGHVQLLKQAGAFLTYSSFCPPDDLADRGLLGVKSSFYAQDALRLWEIIYRYVEGIVSLHYKTDVAVKDDPELQTWCR.... The pIC50 is 6.1. (5) The small molecule is CCOc1c(S)cnn(C2CCCCC2)c1=O. The pIC50 is 5.8. The target protein sequence is MNKQRIYSIVAILLFVVGGVLIGKPFYDGYQAEKKQTENVQAVQKMDYEKHETEFVDASKIDQPDLAEVANASLDKKQVIGRISIPSVSLELPVLKSSTEKNLLSGAATVKENQVMGKGNYALAGHNMSKKGVLFSDIASLKKGDKIYLYDNENEYEYAVTGVSEVTPDKWEVVEDHGKDEITLITCVSVKDNSKRYVVAGDLVGTKAKK. (6) The drug is COc1ccc(C(=O)c2oc3ccc4c(C)cc(=O)oc4c3c2-c2ccccc2)cc1. The target protein (P19838) has sequence MAEDDPYLGRPEQMFHLDPSLTHTIFNPEVFQPQMALPTDGPYLQILEQPKQRGFRFRYVCEGPSHGGLPGASSEKNKKSYPQVKICNYVGPAKVIVQLVTNGKNIHLHAHSLVGKHCEDGICTVTAGPKDMVVGFANLGILHVTKKKVFETLEARMTEACIRGYNPGLLVHPDLAYLQAEGGGDRQLGDREKELIRQAALQQTKEMDLSVVRLMFTAFLPDSTGSFTRRLEPVVSDAIYDSKAPNASNLKIVRMDRTAGCVTGGEEIYLLCDKVQKDDIQIRFYEEEENGGVWEGFGDFSPTDVHRQFAIVFKTPKYKDINITKPASVFVQLRRKSDLETSEPKPFLYYPEIKDKEEVQRKRQKLMPNFSDSFGGGSGAGAGGGGMFGSGGGGGGTGSTGPGYSFPHYGFPTYGGITFHPGTTKSNAGMKHGTMDTESKKDPEGCDKSDDKNTVNLFGKVIETTEQDQEPSEATVGNGEVTLTYATGTKEESAGVQDNL.... The pIC50 is 4.2. (7) The target protein (P24433) has sequence MSKVWVGGFLCVYGEEPSEECLALPRDTVQKELGSGNIPLPLNINHNEKATIGMVRGLFDLEHGLFCVAQIQSQTFMDIIRNIAGKSKLITAGSVIEPLPPDPEIECLSSSFPGLSLSSKVLQDENLDGKPFFHHVSVCGVGRRPGTIAIFGREISWILDRFSCISESEKRQVLEGVNVYSQGFDENLFSADLYDLLADSLDTSYIRKRFPKLQLDKQLCGLSKCTYIKASEPPVEIIVAATKVAGDQVQLTTEPGSELAVETCDVPVVHGNYDAVESATATTAMSNQNLPNTTPLLSSPPFSDCVFLPKDAFFSLLNVTTGQQPKIVPPVSVHPPVTEQYQMLPYSESAAKIAEHESNRYHSPCQAMYPYWQYSPVPQYPAALHGYRQSKTLKKRHFQSDSEDELSFPGDPEYTKKRRRHRVDNDDDKEMAREKNDLRELVDMIGMLRQEISALKHVRAQSPQRHIVPMETLPTIEEKGAASPKPSILNASLAPETVNR.... The pIC50 is 7.4. The compound is Cc1csc2nc([C@H](C)NC(=O)C=C(c3cccs3)c3cccs3)oc(=O)c12.